This data is from Full USPTO retrosynthesis dataset with 1.9M reactions from patents (1976-2016). The task is: Predict the reactants needed to synthesize the given product. (1) Given the product [Cl:35][C:17]1[C:18]([C:22]([NH:24][CH2:25][CH2:26][C:27]2[C:32]([Cl:33])=[CH:31][CH:30]=[CH:29][C:28]=2[Cl:34])=[O:23])=[C:19]2[C:14](=[CH:15][CH:16]=1)[N:13]=[C:12]([N:9]1[CH2:10][CH2:11][CH:6]([C:4]([OH:5])=[O:3])[CH2:7][CH2:8]1)[CH:21]=[CH:20]2, predict the reactants needed to synthesize it. The reactants are: C([O:3][C:4]([CH:6]1[CH2:11][CH2:10][N:9]([C:12]2[CH:21]=[CH:20][C:19]3[C:14](=[CH:15][CH:16]=[C:17]([Cl:35])[C:18]=3[C:22]([NH:24][CH2:25][CH2:26][C:27]3[C:32]([Cl:33])=[CH:31][CH:30]=[CH:29][C:28]=3[Cl:34])=[O:23])[N:13]=2)[CH2:8][CH2:7]1)=[O:5])C.Cl. (2) Given the product [CH3:9][C:7]1[NH:8][C:3](=[O:2])[C:4]2[C:12]([C:13]3[CH:14]=[CH:15][CH:16]=[CH:17][CH:18]=3)=[C:11]([C:19]3[CH:24]=[CH:23][C:22]([C:25]4([NH:29][C:30](=[O:36])[O:31][C:32]([CH3:34])([CH3:33])[CH3:35])[CH2:26][CH2:27][CH2:28]4)=[CH:21][CH:20]=3)[O:10][C:5]=2[N:6]=1, predict the reactants needed to synthesize it. The reactants are: C[O:2][C:3]1[C:4]2[C:12]([C:13]3[CH:18]=[CH:17][CH:16]=[CH:15][CH:14]=3)=[C:11]([C:19]3[CH:24]=[CH:23][C:22]([C:25]4([NH:29][C:30](=[O:36])[O:31][C:32]([CH3:35])([CH3:34])[CH3:33])[CH2:28][CH2:27][CH2:26]4)=[CH:21][CH:20]=3)[O:10][C:5]=2[N:6]=[C:7]([CH3:9])[N:8]=1.[OH-].[Na+].